From a dataset of Forward reaction prediction with 1.9M reactions from USPTO patents (1976-2016). Predict the product of the given reaction. (1) Given the reactants [N+:1]([C:4]1[CH:5]=[CH:6][C:7]([O:10][C:11]2[CH:12]=[C:13]3[C:17](=[CH:18][CH:19]=2)[NH:16][N:15]=[CH:14]3)=[N:8][CH:9]=1)([O-:3])=[O:2].[C:20]([C:22]1[CH:27]=[CH:26][C:25](B(O)O)=[CH:24][CH:23]=1)#[N:21].C(N(CC)CC)C, predict the reaction product. The product is: [N+:1]([C:4]1[CH:5]=[CH:6][C:7]([O:10][C:11]2[CH:12]=[C:13]3[C:17](=[CH:18][CH:19]=2)[N:16]([C:25]2[CH:26]=[CH:27][C:22]([C:20]#[N:21])=[CH:23][CH:24]=2)[N:15]=[CH:14]3)=[N:8][CH:9]=1)([O-:3])=[O:2]. (2) Given the reactants [NH2:1][CH2:2][CH2:3][CH2:4][N:5]1[CH:9]=[CH:8][N:7]=[CH:6]1.[N+:10]([C:13]1[CH:21]=[CH:20][C:16]([C:17](Cl)=[O:18])=[CH:15][CH:14]=1)([O-:12])=[O:11], predict the reaction product. The product is: [N:5]1([CH2:4][CH2:3][CH2:2][NH:1][C:17]([C:16]2[CH:15]=[CH:14][C:13]([N+:10]([O-:12])=[O:11])=[CH:21][CH:20]=2)=[O:18])[CH:9]=[CH:8][N:7]=[CH:6]1. (3) Given the reactants C[Si]([N-][Si](C)(C)C)(C)C.[Li+].[F:11][C:12]1[CH:18]=[CH:17][CH:16]=[CH:15][C:13]=1[NH2:14].[Br:19][C:20]1[CH:28]=[N:27][CH:26]=[C:25](F)[C:21]=1[C:22]([OH:24])=[O:23], predict the reaction product. The product is: [Br:19][C:20]1[CH:28]=[N:27][CH:26]=[C:25]([NH:14][C:13]2[CH:15]=[CH:16][CH:17]=[CH:18][C:12]=2[F:11])[C:21]=1[C:22]([OH:24])=[O:23]. (4) Given the reactants C(OC(=O)[NH:7][CH2:8][CH2:9][CH2:10][CH2:11][CH2:12][CH2:13][CH2:14][CH2:15][CH2:16][CH2:17][CH2:18][C:19](=[O:21])[NH2:20])(C)(C)C.[ClH:23], predict the reaction product. The product is: [ClH:23].[NH2:7][CH2:8][CH2:9][CH2:10][CH2:11][CH2:12][CH2:13][CH2:14][CH2:15][CH2:16][CH2:17][CH2:18][C:19]([NH2:20])=[O:21]. (5) Given the reactants [CH2:1]([O:5][CH2:6][CH2:7][O:8][C:9]1[CH:14]=[CH:13][C:12]([C:15]2[CH:16]=[CH:17][C:18]3[N:24]([CH2:25][CH:26]([CH3:28])[CH3:27])[CH2:23][CH2:22][C:21]([C:29]([NH:31][C:32]4[CH:37]=[CH:36][C:35]([S:38][CH2:39][C:40]5[N:41]([CH3:45])[CH:42]=[CH:43][N:44]=5)=[C:34]([CH3:46])[CH:33]=4)=[O:30])=[CH:20][C:19]=3[CH:47]=2)=[CH:11][CH:10]=1)[CH2:2][CH2:3][CH3:4].ClC1C=CC=C(C(OO)=[O:56])C=1.S([O-])([O-])(=O)=S.[Na+].[Na+], predict the reaction product. The product is: [CH2:1]([O:5][CH2:6][CH2:7][O:8][C:9]1[CH:14]=[CH:13][C:12]([C:15]2[CH:16]=[CH:17][C:18]3[N:24]([CH2:25][CH:26]([CH3:27])[CH3:28])[CH2:23][CH2:22][C:21]([C:29]([NH:31][C:32]4[CH:37]=[CH:36][C:35]([S:38]([CH2:39][C:40]5[N:41]([CH3:45])[CH:42]=[CH:43][N:44]=5)=[O:56])=[C:34]([CH3:46])[CH:33]=4)=[O:30])=[CH:20][C:19]=3[CH:47]=2)=[CH:11][CH:10]=1)[CH2:2][CH2:3][CH3:4]. (6) Given the reactants [S:1]1[CH:5]=[CH:4][CH:3]=[C:2]1[C:6]1[CH:7]=[CH:8][CH:9]=[C:10]2[C:15]=1[N:14]=[CH:13][N:12]=[C:11]2O.P(Cl)(Cl)(Cl)=O.ClC1C2C(=C(C3SC=CC=3)C=CC=2)N=CN=1.[CH3:38][C:39]1[N:40]=[CH:41][N:42]([C:44]2[CH:45]=[C:46]([CH:48]=[CH:49][CH:50]=2)[NH2:47])[CH:43]=1.C(=O)([O-])O.[Na+], predict the reaction product. The product is: [CH3:38][C:39]1[N:40]=[CH:41][N:42]([C:44]2[CH:45]=[C:46]([NH:47][C:11]3[C:10]4[C:15](=[C:6]([C:2]5[S:1][CH:5]=[CH:4][CH:3]=5)[CH:7]=[CH:8][CH:9]=4)[N:14]=[CH:13][N:12]=3)[CH:48]=[CH:49][CH:50]=2)[CH:43]=1.